This data is from Forward reaction prediction with 1.9M reactions from USPTO patents (1976-2016). The task is: Predict the product of the given reaction. (1) Given the reactants [Cl:1][C:2]1[C:10]2[C:5](=[CH:6][CH:7]=[CH:8][CH:9]=2)[NH:4][N:3]=1.[Br:11]Br, predict the reaction product. The product is: [Br:11][C:8]1[CH:9]=[C:10]2[C:5](=[CH:6][CH:7]=1)[NH:4][N:3]=[C:2]2[Cl:1]. (2) Given the reactants [Cl:1][C:2]1[CH:7]=[C:6]([C:8]([OH:10])=O)[CH:5]=[CH:4][N:3]=1.C[Si](C=[N+]=[N-])(C)C.[Li+].C[Si]([N-][Si](C)(C)C)(C)C.[Cl:28][C:29]1[N:34]=[C:33]([CH3:35])[CH:32]=[CH:31][N:30]=1, predict the reaction product. The product is: [Cl:1][C:2]1[CH:7]=[C:6]([C:8](=[O:10])[CH2:35][C:33]2[CH:32]=[CH:31][N:30]=[C:29]([Cl:28])[N:34]=2)[CH:5]=[CH:4][N:3]=1. (3) The product is: [CH3:4][O:5][C:6](=[O:16])[C:7]1[CH:12]=[CH:11][C:10]([Br:13])=[C:9]([CH2:14][O:2][CH3:1])[CH:8]=1. Given the reactants [CH3:1][O-:2].[Na+].[CH3:4][O:5][C:6](=[O:16])[C:7]1[CH:12]=[CH:11][C:10]([Br:13])=[C:9]([CH2:14]Br)[CH:8]=1, predict the reaction product. (4) Given the reactants [CH2:1]([N:5]1[C:13]2[C:8](=[CH:9][CH:10]=[CH:11][CH:12]=2)[C:7]([OH:23])([CH2:14][C:15](=[O:22])[C:16]2[CH:21]=[CH:20][CH:19]=[CH:18][N:17]=2)[C:6]1=[O:24])CCC.[CH2:25](N1C2C(=CC=CC=2)C(=O)C1=O)[CH:26](C)[CH3:27].C(C1C=CC=CN=1)(=O)C, predict the reaction product. The product is: [OH:23][C:7]1([CH2:14][C:15](=[O:22])[C:16]2[CH:21]=[CH:20][CH:19]=[CH:18][N:17]=2)[C:8]2[C:13](=[CH:12][CH:11]=[CH:10][CH:9]=2)[N:5]([CH2:1][CH:26]([CH3:27])[CH3:25])[C:6]1=[O:24]. (5) Given the reactants [CH:1]([O:4][C:5]1[C:6]([CH3:13])=[C:7]([C:10]([OH:12])=O)[S:8][CH:9]=1)([CH3:3])[CH3:2].Cl.[NH2:15][CH2:16][C:17]1[C:18](=[O:25])[NH:19][C:20]([CH3:24])=[CH:21][C:22]=1[CH3:23].C1C=NC2N(O)N=NC=2C=1.C(Cl)CCl.CN1CCOCC1, predict the reaction product. The product is: [CH3:23][C:22]1[CH:21]=[C:20]([CH3:24])[NH:19][C:18](=[O:25])[C:17]=1[CH2:16][NH:15][C:10]([C:7]1[S:8][CH:9]=[C:5]([O:4][CH:1]([CH3:2])[CH3:3])[C:6]=1[CH3:13])=[O:12].